Predict the product of the given reaction. From a dataset of Forward reaction prediction with 1.9M reactions from USPTO patents (1976-2016). (1) Given the reactants Cl[Si:2]([C:15]([CH3:18])([CH3:17])[CH3:16])([C:9]1[CH:14]=[CH:13][CH:12]=[CH:11][CH:10]=1)[C:3]1[CH:8]=[CH:7][CH:6]=[CH:5][CH:4]=1.N1C=CN=C1.[CH3:24][O:25][C:26](=[O:45])[C:27]1[CH:32]=[C:31]([NH:33][C:34](=[O:36])[CH3:35])[CH:30]=[C:29]([NH:37][C:38](=[O:40])[CH3:39])[C:28]=1[C:41]#[C:42][CH2:43][OH:44].CO, predict the reaction product. The product is: [CH3:24][O:25][C:26](=[O:45])[C:27]1[CH:32]=[C:31]([NH:33][C:34](=[O:36])[CH3:35])[CH:30]=[C:29]([NH:37][C:38](=[O:40])[CH3:39])[C:28]=1[C:41]#[C:42][CH2:43][O:44][Si:2]([C:15]([CH3:18])([CH3:17])[CH3:16])([C:9]1[CH:14]=[CH:13][CH:12]=[CH:11][CH:10]=1)[C:3]1[CH:8]=[CH:7][CH:6]=[CH:5][CH:4]=1. (2) Given the reactants CCCC[N+](CCCC)(CCCC)CCCC.[F-].[C:19]([O:23][C:24]([N:26]1[CH2:30][C@@H:29]([CH2:31][O:32][CH3:33])[C@H:28]([CH2:34][O:35][Si](C(C)(C)C)(C)C)[CH2:27]1)=[O:25])([CH3:22])([CH3:21])[CH3:20], predict the reaction product. The product is: [C:19]([O:23][C:24]([N:26]1[CH2:30][C@@H:29]([CH2:31][O:32][CH3:33])[C@H:28]([CH2:34][OH:35])[CH2:27]1)=[O:25])([CH3:22])([CH3:21])[CH3:20]. (3) The product is: [NH2:18][C:6]1[C:7]([Cl:17])=[C:8]([CH2:15][N:20]2[CH2:23][CH:22]([NH:24][C:25]([O:26][C:27]([CH3:30])([CH3:29])[CH3:28])=[O:31])[CH2:21]2)[C:9]([C:11]([F:12])([F:13])[F:14])=[CH:10][C:5]=1[C:4]([OH:3])=[O:19]. Given the reactants C([O:3][C:4](=[O:19])[C:5]1[CH:10]=[C:9]([C:11]([F:14])([F:13])[F:12])[C:8]([CH:15]=O)=[C:7]([Cl:17])[C:6]=1[NH2:18])C.[NH:20]1[CH2:23][CH:22]([NH:24][C:25](=[O:31])[O:26][C:27]([CH3:30])([CH3:29])[CH3:28])[CH2:21]1, predict the reaction product. (4) Given the reactants Cl[C:2]1[N:3]=[C:4]([N:22]2[CH2:27][CH2:26][O:25][CH2:24][CH2:23]2)[C:5]2[CH:10]=[C:9]([CH2:11][N:12]3[CH2:17][CH2:16][CH:15]([S:18]([CH3:21])(=[O:20])=[O:19])[CH2:14][CH2:13]3)[S:8][C:6]=2[N:7]=1.[NH2:28][C:29]1[N:34]=[CH:33][C:32](B(O)O)=[CH:31][N:30]=1, predict the reaction product. The product is: [CH3:21][S:18]([CH:15]1[CH2:16][CH2:17][N:12]([CH2:11][C:9]2[S:8][C:6]3[N:7]=[C:2]([C:32]4[CH:31]=[N:30][C:29]([NH2:28])=[N:34][CH:33]=4)[N:3]=[C:4]([N:22]4[CH2:27][CH2:26][O:25][CH2:24][CH2:23]4)[C:5]=3[CH:10]=2)[CH2:13][CH2:14]1)(=[O:20])=[O:19]. (5) Given the reactants C[O:2][C:3](=O)[C:4]1[CH:9]=[C:8]([F:10])[C:7]([N+:11]([O-:13])=[O:12])=[C:6]([C:14]([F:17])([F:16])[CH3:15])[CH:5]=1.CC(C[AlH]CC(C)C)C.CCCCCC.C(C(C(C([O-])=O)O)O)([O-])=O.[Na+].[K+], predict the reaction product. The product is: [F:17][C:14]([C:6]1[CH:5]=[C:4]([CH2:3][OH:2])[CH:9]=[C:8]([F:10])[C:7]=1[N+:11]([O-:13])=[O:12])([F:16])[CH3:15].